This data is from Peptide-MHC class I binding affinity with 185,985 pairs from IEDB/IMGT. The task is: Regression. Given a peptide amino acid sequence and an MHC pseudo amino acid sequence, predict their binding affinity value. This is MHC class I binding data. (1) The peptide sequence is LIGFALFGV. The MHC is HLA-B07:02 with pseudo-sequence HLA-B07:02. The binding affinity (normalized) is 0.213. (2) The peptide sequence is QFCFLKKG. The MHC is Mamu-B03 with pseudo-sequence Mamu-B03. The binding affinity (normalized) is 0. (3) The peptide sequence is ALSKFPRQL. The MHC is HLA-A02:01 with pseudo-sequence HLA-A02:01. The binding affinity (normalized) is 0.105.